Task: Predict the reaction yield, written as a fraction of the theoretical maximum amount of product (1.0 means a 100% yield; for example, 0.34 means a 34% yield).. Dataset: Reaction yield outcomes from USPTO patents with 853,638 reactions (1) The catalyst is CC#N.CCOC(C)=O. The product is [C:20]([NH:8][CH2:9][CH2:10][NH:11][C:12](=[O:19])[C:13]1[CH:18]=[CH:17][CH:16]=[N:15][CH:14]=1)(=[O:40])[CH2:21][CH2:22][CH2:23]/[CH:24]=[CH:25]\[CH2:26]/[CH:27]=[CH:28]\[CH2:29]/[CH:30]=[CH:31]\[CH2:32]/[CH:33]=[CH:34]\[CH2:35]/[CH:36]=[CH:37]\[CH2:38][CH3:39]. The reactants are C(O)(C(F)(F)F)=O.[NH2:8][CH2:9][CH2:10][NH:11][C:12](=[O:19])[C:13]1[CH:18]=[CH:17][CH:16]=[N:15][CH:14]=1.[C:20](O)(=[O:40])[CH2:21][CH2:22][CH2:23]/[CH:24]=[CH:25]\[CH2:26]/[CH:27]=[CH:28]\[CH2:29]/[CH:30]=[CH:31]\[CH2:32]/[CH:33]=[CH:34]\[CH2:35]/[CH:36]=[CH:37]\[CH2:38][CH3:39].CN(C(ON1N=NC2C=CC=NC1=2)=[N+](C)C)C.F[P-](F)(F)(F)(F)F.CCN(C(C)C)C(C)C. The yield is 0.620. (2) The reactants are Br[CH:2]([CH3:11])[C:3]([C:5]1[CH:10]=[CH:9][CH:8]=[CH:7][CH:6]=1)=[O:4].[C:12]([NH2:16])([CH3:15])([CH3:14])[CH3:13]. No catalyst specified. The product is [C:12]([NH:16][CH:2]([CH3:11])[C:3]([C:5]1[CH:10]=[CH:9][CH:8]=[CH:7][CH:6]=1)=[O:4])([CH3:15])([CH3:14])[CH3:13]. The yield is 0.430. (3) The reactants are C1(C(C2C=CC=CC=2)[N:8]2[CH2:11][CH:10]([N:12]3[CH2:17][CH2:16][S:15][CH2:14][CH2:13]3)[CH2:9]2)C=CC=CC=1.[Cl:24]C(OC(Cl)C)=O.CO. The catalyst is C(Cl)Cl. The product is [ClH:24].[ClH:24].[NH:8]1[CH2:11][CH:10]([N:12]2[CH2:17][CH2:16][S:15][CH2:14][CH2:13]2)[CH2:9]1. The yield is 0.510.